This data is from Full USPTO retrosynthesis dataset with 1.9M reactions from patents (1976-2016). The task is: Predict the reactants needed to synthesize the given product. (1) Given the product [Cl:18][C:19]1[CH:20]=[C:21]([NH:26][C:27]2[S:28][CH:2]=[C:3]([CH2:4][O:5][C:6]3[CH:7]=[C:8]4[C:13](=[CH:14][CH:15]=3)[NH:12][C:11](=[O:16])[CH2:10][CH2:9]4)[N:29]=2)[CH:22]=[CH:23][C:24]=1[Cl:25], predict the reactants needed to synthesize it. The reactants are: Br[CH2:2][C:3](=O)[CH2:4][O:5][C:6]1[CH:7]=[C:8]2[C:13](=[CH:14][CH:15]=1)[NH:12][C:11](=[O:16])[CH2:10][CH2:9]2.[Cl:18][C:19]1[CH:20]=[C:21]([NH:26][C:27]([NH2:29])=[S:28])[CH:22]=[CH:23][C:24]=1[Cl:25]. (2) Given the product [Cl:1][C:2]1[CH:7]=[CH:6][C:5]([S:8]([N:22]2[CH2:27][CH2:26][O:25][CH2:24][CH2:23]2)(=[O:10])=[O:9])=[CH:4][C:3]=1[N+:12]([O-:14])=[O:13], predict the reactants needed to synthesize it. The reactants are: [Cl:1][C:2]1[CH:7]=[CH:6][C:5]([S:8](Cl)(=[O:10])=[O:9])=[CH:4][C:3]=1[N+:12]([O-:14])=[O:13].C(N(CC)CC)C.[NH:22]1[CH2:27][CH2:26][O:25][CH2:24][CH2:23]1. (3) The reactants are: [OH:1][C:2]1[CH:3]=[C:4]2[C:8](=[CH:9][CH:10]=1)[N:7]1[CH2:11][CH2:12][CH2:13][CH:14]([CH2:15][C:16]([O:18][CH2:19][CH3:20])=[O:17])[C:6]1=[CH:5]2.C(=O)([O-])[O-].[Cs+].[Cs+].Cl[CH2:28][C:29]1[CH:30]=[C:31]([CH:34]=[C:35]([O:37][C:38]([F:41])([F:40])[F:39])[CH:36]=1)[C:32]#[N:33]. Given the product [C:32]([C:31]1[CH:30]=[C:29]([CH:36]=[C:35]([O:37][C:38]([F:39])([F:41])[F:40])[CH:34]=1)[CH2:28][O:1][C:2]1[CH:3]=[C:4]2[C:8](=[CH:9][CH:10]=1)[N:7]1[CH2:11][CH2:12][CH2:13][CH:14]([CH2:15][C:16]([O:18][CH2:19][CH3:20])=[O:17])[C:6]1=[CH:5]2)#[N:33], predict the reactants needed to synthesize it. (4) Given the product [F:1][C:2]1[CH:3]=[C:4]2[C:9](=[CH:10][CH:11]=1)[N:8]=[CH:7][C:6]([C:12]1[CH:13]=[N:14][N:15]3[C:20]([NH2:21])=[CH:19][C:18]([CH:38]([NH:40][CH:41]4[CH2:42][CH2:43][O:44][CH2:45][CH2:46]4)[CH3:39])=[N:17][C:16]=13)=[CH:5]2, predict the reactants needed to synthesize it. The reactants are: [F:1][C:2]1[CH:3]=[C:4]2[C:9](=[CH:10][CH:11]=1)[N:8]=[CH:7][C:6]([C:12]1[CH:13]=[N:14][N:15]3[C:20]([N:21](COCC[Si](C)(C)C)COCC[Si](C)(C)C)=[CH:19][C:18]([CH:38]([NH:40][CH:41]4[CH2:46][CH2:45][O:44][CH2:43][CH2:42]4)[CH3:39])=[N:17][C:16]=13)=[CH:5]2.Cl.C(O)CO.C([O-])(O)=O.[Na+]. (5) Given the product [Cl:1][C:2]1[CH:21]=[CH:20][C:5]2[C:6]3[S:11][C:10]([C:12]#[N:13])=[C:9]([O:14][CH2:15][C:16]([OH:18])=[O:17])[C:7]=3[S:8][C:4]=2[CH:3]=1, predict the reactants needed to synthesize it. The reactants are: [Cl:1][C:2]1[CH:21]=[CH:20][C:5]2[C:6]3[S:11][C:10]([C:12]#[N:13])=[C:9]([O:14][CH2:15][C:16]([O:18]C)=[O:17])[C:7]=3[S:8][C:4]=2[CH:3]=1.[OH-].[K+].O. (6) Given the product [NH2:12][C:11]1[C:2]([CH3:1])=[CH:3][C:4]([C:5]([O:7][CH3:8])=[O:6])=[CH:9][C:10]=1[CH3:15], predict the reactants needed to synthesize it. The reactants are: [CH3:1][C:2]1[CH:3]=[C:4]([CH:9]=[C:10]([CH3:15])[C:11]=1[N+:12]([O-])=O)[C:5]([O:7][CH3:8])=[O:6].Cl.